The task is: Predict the reactants needed to synthesize the given product.. This data is from Retrosynthesis with 50K atom-mapped reactions and 10 reaction types from USPTO. (1) Given the product CC(C)(C)OC(=O)NC1(CN(CCO)Cc2ccc(Cl)c(C(=O)NCC34CC5CC(CC(C5)C3)C4)c2)CC1, predict the reactants needed to synthesize it. The reactants are: CC(C)(C)OC(=O)NC1(C=O)CC1.O=C(NCC12CC3CC(CC(C3)C1)C2)c1cc(CNCCO)ccc1Cl. (2) Given the product COC1=C(OC)C(=O)C(Cc2ccc(OCc3cccnc3)c(C(=O)Nc3cc(OC)c(OC)c(OC)c3)c2)=C(C)C1=O, predict the reactants needed to synthesize it. The reactants are: COC1=C(OC)C(=O)C(Cc2ccc(OCc3cccnc3)c(C(=O)O)c2)=C(C)C1=O.COc1cc(N)cc(OC)c1OC.